From a dataset of Full USPTO retrosynthesis dataset with 1.9M reactions from patents (1976-2016). Predict the reactants needed to synthesize the given product. (1) Given the product [CH2:1]([O:3][CH2:4][CH2:5][CH2:6][NH:7][C:8]1[CH:13]=[CH:12][C:11]([NH2:14])=[CH:10][C:9]=1[F:17])[CH3:2], predict the reactants needed to synthesize it. The reactants are: [CH2:1]([O:3][CH2:4][CH2:5][CH2:6][NH:7][C:8]1[CH:13]=[CH:12][C:11]([N+:14]([O-])=O)=[CH:10][C:9]=1[F:17])[CH3:2]. (2) Given the product [CH:1]([NH:4][C:5]([C:7]1[N:8]([CH3:34])[C:9]([CH2:22][NH:23][S:24]([C:27]2[C:28]([CH3:33])=[CH:29][CH:30]=[CH:31][CH:32]=2)(=[O:25])=[O:26])=[CH:10][C:11](=[O:21])[C:12]=1[OH:13])=[O:6])([CH3:3])[CH3:2], predict the reactants needed to synthesize it. The reactants are: [CH:1]([NH:4][C:5]([C:7]1[N:8]([CH3:34])[C:9]([CH2:22][NH:23][S:24]([C:27]2[C:28]([CH3:33])=[CH:29][CH:30]=[CH:31][CH:32]=2)(=[O:26])=[O:25])=[CH:10][C:11](=[O:21])[C:12]=1[O:13]CC1C=CC=CC=1)=[O:6])([CH3:3])[CH3:2].C1(S(C(N)C2N(C)C(C(O)=O)=C(O)C(=O)C=2)(=O)=O)C=CC=CC=1. (3) The reactants are: [CH2:1]([O:8][C:9](=[O:24])[CH2:10][CH2:11][C@H:12]([NH:16][C:17]([O:19][C:20]([CH3:23])([CH3:22])[CH3:21])=[O:18])[C:13]([OH:15])=[O:14])[C:2]1[CH:7]=[CH:6][CH:5]=[CH:4][CH:3]=1.F[P-](F)(F)(F)(F)F.N1(O[P+](N(C)C)(N(C)C)N(C)C)C2C=CC=C[C:35]=2N=N1.CN1CCOCC1.[OH-].[Na+]. Given the product [CH3:35][O:14][C:13](=[O:15])[C@@H:12]([NH:16][C:17]([O:19][C:20]([CH3:21])([CH3:23])[CH3:22])=[O:18])[CH2:11][CH2:10][C:9]([O:8][CH2:1][C:2]1[CH:7]=[CH:6][CH:5]=[CH:4][CH:3]=1)=[O:24], predict the reactants needed to synthesize it. (4) Given the product [CH3:49][C:50]([CH3:54])([CH3:53])[CH2:51][NH:52][C:12](=[O:14])[C:11]1[CH:10]=[CH:9][C:8]([C:7]([NH:6][C:2]2[S:1][CH:5]=[CH:4][N:3]=2)=[O:17])=[CH:16][CH:15]=1, predict the reactants needed to synthesize it. The reactants are: [S:1]1[CH:5]=[CH:4][N:3]=[C:2]1[NH:6][C:7](=[O:17])[C:8]1[CH:16]=[CH:15][C:11]([C:12]([OH:14])=O)=[CH:10][CH:9]=1.CCN(C(C)C)C(C)C.Cl.CN(C)CCCN=C=NCC.ON1C2C=CC=CC=2N=N1.[CH3:49][C:50]([CH3:54])([CH3:53])[CH2:51][NH2:52].Cl. (5) Given the product [C:1]([C:5]1[CH:6]=[CH:7][C:8]([N:11]2[CH2:15][C@H:14]([CH2:16][N:17]3[CH:22]=[CH:21][N:19]=[N:18]3)[O:13][C:12]2=[O:20])=[CH:9][CH:10]=1)([CH3:4])([CH3:2])[CH3:3], predict the reactants needed to synthesize it. The reactants are: [C:1]([C:5]1[CH:10]=[CH:9][C:8]([N:11]2[CH2:15][C@H:14]([CH2:16][N:17]=[N+:18]=[N-:19])[O:13][C:12]2=[O:20])=[CH:7][CH:6]=1)([CH3:4])([CH3:3])[CH3:2].[C:21]12CC(CC1)=C[CH:22]=2. (6) Given the product [C:1]([O:5][C:6](=[O:22])[NH:7][C:8]1[CH:13]=[C:12]([O:14][CH2:15][CH3:16])[C:11]([C:17]([F:20])([F:19])[F:18])=[CH:10][C:9]=1[NH:21][C:28](=[O:27])[CH2:29][C:30]([C:32]1[CH:37]=[CH:36][CH:35]=[C:34]([C:38]2[CH:39]=[N:40][C:41]([CH3:45])=[CH:42][C:43]=2[CH3:44])[CH:33]=1)=[O:31])([CH3:2])([CH3:3])[CH3:4], predict the reactants needed to synthesize it. The reactants are: [C:1]([O:5][C:6](=[O:22])[NH:7][C:8]1[CH:13]=[C:12]([O:14][CH2:15][CH3:16])[C:11]([C:17]([F:20])([F:19])[F:18])=[CH:10][C:9]=1[NH2:21])([CH3:4])([CH3:3])[CH3:2].C([O:27][C:28](=O)[CH2:29][C:30]([C:32]1[CH:37]=[CH:36][CH:35]=[C:34]([C:38]2[CH:39]=[N:40][C:41]([CH3:45])=[CH:42][C:43]=2[CH3:44])[CH:33]=1)=[O:31])(C)(C)C.